From a dataset of Forward reaction prediction with 1.9M reactions from USPTO patents (1976-2016). Predict the product of the given reaction. (1) Given the reactants [Cl:1][C:2]1[CH:3]=[C:4]([CH:8]([OH:29])[CH:9]([CH2:15][C:16]2[CH:21]=[CH:20][C:19]([C:22]([F:28])([F:27])[C:23]([CH3:26])([CH3:25])[CH3:24])=[CH:18][CH:17]=2)[C:10]([O:12]CC)=[O:11])[CH:5]=[CH:6][CH:7]=1.[OH-].[Na+], predict the reaction product. The product is: [Cl:1][C:2]1[CH:3]=[C:4]([CH:8]([OH:29])[CH:9]([CH2:15][C:16]2[CH:17]=[CH:18][C:19]([C:22]([F:28])([F:27])[C:23]([CH3:24])([CH3:25])[CH3:26])=[CH:20][CH:21]=2)[C:10]([OH:12])=[O:11])[CH:5]=[CH:6][CH:7]=1. (2) Given the reactants [CH3:1][O:2][C:3]1[CH:12]=[CH:11][C:10]([NH2:13])=[C:9]2[C:4]=1[CH2:5][C@@H:6]([N:14]1[CH2:18][CH2:17][CH2:16][CH2:15]1)[CH2:7][O:8]2.[Cl:19][C:20]1[CH:21]=[C:22]([S:27](Cl)(=[O:29])=[O:28])[CH:23]=[CH:24][C:25]=1[CH3:26].CCN(C(C)C)C(C)C, predict the reaction product. The product is: [Cl:19][C:20]1[CH:21]=[C:22]([S:27]([NH:13][C:10]2[CH:11]=[CH:12][C:3]([O:2][CH3:1])=[C:4]3[C:9]=2[O:8][CH2:7][C@H:6]([N:14]2[CH2:18][CH2:17][CH2:16][CH2:15]2)[CH2:5]3)(=[O:29])=[O:28])[CH:23]=[CH:24][C:25]=1[CH3:26]. (3) Given the reactants Br[C:2]1[CH:7]=[CH:6][C:5]([C:8]2[CH:12]=[C:11]([CH2:13][N:14]3[CH:19]=[C:18]4[N:20]=[C:21]([C:23]5[CH:28]=[CH:27][CH:26]=[C:25]([F:29])[C:24]=5[F:30])[N:22]=[C:17]4[CH:16]=[N:15]3)[O:10][N:9]=2)=[C:4]([C:31]([F:34])([F:33])[F:32])[CH:3]=1.[NH:35]1[CH:39]=[C:38](B2OC(C)(C)C(C)(C)O2)[CH:37]=[N:36]1, predict the reaction product. The product is: [F:30][C:24]1[C:25]([F:29])=[CH:26][CH:27]=[CH:28][C:23]=1[C:21]1[N:22]=[C:17]2[CH:16]=[N:15][N:14]([CH2:13][C:11]3[O:10][N:9]=[C:8]([C:5]4[CH:6]=[CH:7][C:2]([C:38]5[CH:39]=[N:35][NH:36][CH:37]=5)=[CH:3][C:4]=4[C:31]([F:34])([F:33])[F:32])[CH:12]=3)[CH:19]=[C:18]2[N:20]=1. (4) Given the reactants C1(P(C2C=CC=CC=2)C2C=CC=CC=2)C=CC=CC=1.[F:20][C:21]1[CH:22]=[C:23]([OH:28])[CH:24]=[C:25]([F:27])[CH:26]=1.N(C(OC(C)(C)C)=O)=NC(OC(C)(C)C)=O.O[CH:46]1[CH2:51][CH2:50][N:49]([CH2:52][CH:53]([N:57]2[CH:61]=[C:60]([C:62]3[C:63]4[CH:70]=[CH:69][N:68](COCC[Si](C)(C)C)[C:64]=4[N:65]=[CH:66][N:67]=3)[CH:59]=[N:58]2)[CH2:54][C:55]#[N:56])[CH2:48][CH2:47]1.[F:79][C:80]([F:85])([F:84])[C:81]([OH:83])=[O:82].C(N)CN, predict the reaction product. The product is: [F:79][C:80]([F:85])([F:84])[C:81]([OH:83])=[O:82].[F:79][C:80]([F:85])([F:84])[C:81]([OH:83])=[O:82].[F:79][C:80]([F:85])([F:84])[C:81]([OH:83])=[O:82].[F:20][C:21]1[CH:22]=[C:23]([CH:24]=[C:25]([F:27])[CH:26]=1)[O:28][CH:46]1[CH2:47][CH2:48][N:49]([CH2:52][CH:53]([N:57]2[CH:61]=[C:60]([C:62]3[C:63]4[CH:70]=[CH:69][NH:68][C:64]=4[N:65]=[CH:66][N:67]=3)[CH:59]=[N:58]2)[CH2:54][C:55]#[N:56])[CH2:50][CH2:51]1. (5) Given the reactants [Cl:1][C:2]1[S:6][C:5]([C:7]([NH:9][CH2:10][C:11]2[N:12]=[N:13][N:14]([C:16]3[CH:21]=[CH:20][C:19](I)=[CH:18][CH:17]=3)[CH:15]=2)=[O:8])=[CH:4][CH:3]=1.[NH2:23][CH2:24][C:25]([NH:27][CH3:28])=[O:26].Cl.CNCCNC.C(=O)([O-])[O-].[Cs+].[Cs+], predict the reaction product. The product is: [NH2:23][CH2:24][C:25]([N:27]([C:19]1[CH:20]=[CH:21][C:16]([N:14]2[CH:15]=[C:11]([CH2:10][NH:9][C:7]([C:5]3[S:6][C:2]([Cl:1])=[CH:3][CH:4]=3)=[O:8])[N:12]=[N:13]2)=[CH:17][CH:18]=1)[CH3:28])=[O:26]. (6) Given the reactants [CH2:1]([CH:8]([NH:22][C:23]([C:25]1[CH:34]=[N:33][C:32]2[C:27](=[CH:28][CH:29]=[CH:30][CH:31]=2)[N:26]=1)=[O:24])[CH:9]([OH:21])[CH2:10][CH:11]([C:18](=[O:20])[NH2:19])[CH2:12][CH2:13][C:14]([F:17])([CH3:16])[CH3:15])[C:2]1[CH:7]=[CH:6][CH:5]=[CH:4][CH:3]=1.CN(C1C=CC=CN=1)C.[C:44](OC(=O)C)(=[O:46])[CH3:45], predict the reaction product. The product is: [C:18]([CH:11]([CH2:12][CH2:13][C:14]([F:17])([CH3:16])[CH3:15])[CH2:10][CH:9]([O:21][C:44](=[O:46])[CH3:45])[CH:8]([NH:22][C:23]([C:25]1[CH:34]=[N:33][C:32]2[C:27](=[CH:28][CH:29]=[CH:30][CH:31]=2)[N:26]=1)=[O:24])[CH2:1][C:2]1[CH:7]=[CH:6][CH:5]=[CH:4][CH:3]=1)(=[O:20])[NH2:19]. (7) Given the reactants [F:1][C:2]1[C:10]2[N:9]=[C:8]([O:11][C@@H:12]3[CH2:16][O:15][C@@H:14]4[C@H:17]([OH:20])[CH2:18][O:19][C@H:13]34)[N:7]([CH2:21][O:22][CH2:23][CH2:24][Si:25]([CH3:28])([CH3:27])[CH3:26])[C:6]=2[CH:5]=[C:4]([F:29])[C:3]=1[C:30]1[CH:35]=[CH:34][C:33]([CH:36]2[CH2:39][C:38](=[O:40])[CH2:37]2)=[CH:32][CH:31]=1.CC(C[AlH]CC(C)C)C, predict the reaction product. The product is: [F:1][C:2]1[C:10]2[N:9]=[C:8]([O:11][C@H:12]3[C@H:13]4[O:19][CH2:18][C@@H:17]([OH:20])[C@H:14]4[O:15][CH2:16]3)[N:7]([CH2:21][O:22][CH2:23][CH2:24][Si:25]([CH3:28])([CH3:27])[CH3:26])[C:6]=2[CH:5]=[C:4]([F:29])[C:3]=1[C:30]1[CH:31]=[CH:32][C:33]([CH:36]2[CH2:39][CH:38]([OH:40])[CH2:37]2)=[CH:34][CH:35]=1. (8) Given the reactants Br[C:2]1[CH:7]=[CH:6][C:5]([O:8][CH3:9])=[C:4]([CH2:10][O:11][CH2:12][CH2:13][O:14][CH3:15])[CH:3]=1.C([Li])CCC.CCCCCC.Cl[C:28]([O:30][CH2:31][CH3:32])=[O:29].Cl, predict the reaction product. The product is: [CH2:31]([O:30][C:28](=[O:29])[C:2]1[CH:7]=[CH:6][C:5]([O:8][CH3:9])=[C:4]([CH2:10][O:11][CH2:12][CH2:13][O:14][CH3:15])[CH:3]=1)[CH3:32]. (9) Given the reactants [Cl:1][C:2]1[CH:25]=[CH:24][C:5]([NH:6][C:7]2[C:16]3[C:11](=[CH:12][CH:13]=[CH:14][CH:15]=3)[C:10]([CH2:17][C:18]3[CH:23]=[CH:22][N:21]=[CH:20][CH:19]=3)=[N:9][N:8]=2)=[CH:4][CH:3]=1.C.C[OH:28], predict the reaction product. The product is: [Cl:1][C:2]1[CH:3]=[CH:4][C:5]([NH:6][C:7]2[C:16]3[C:11](=[CH:12][CH:13]=[CH:14][CH:15]=3)[C:10]([C:17]([C:18]3[CH:23]=[CH:22][N:21]=[CH:20][CH:19]=3)=[O:28])=[N:9][N:8]=2)=[CH:24][CH:25]=1. (10) The product is: [Br:1][C:2]1[CH:7]=[CH:6][C:5]([I:8])=[CH:4][C:3]=1[CH2:9][C:11]1[CH:12]=[C:13]2[C:18](=[CH:19][CH:20]=1)[O:17][CH2:16][CH2:15][CH2:14]2. Given the reactants [Br:1][C:2]1[CH:7]=[CH:6][C:5]([I:8])=[CH:4][C:3]=1[C:9]([C:11]1[CH:12]=[C:13]2[C:18](=[CH:19][CH:20]=1)[O:17][CH2:16][CH2:15][CH2:14]2)=O.C([SiH](CC)CC)C, predict the reaction product.